Task: Predict the reactants needed to synthesize the given product.. Dataset: Full USPTO retrosynthesis dataset with 1.9M reactions from patents (1976-2016) (1) The reactants are: [OH-].[Na+:2].[O:3]1[CH:7]=[CH:6][C:5]([C:8]2[CH:16]=[CH:15][C:11]([C:12]([OH:14])=[O:13])=[C:10]([NH:17][C:18](=[O:32])[C:19]3[CH:24]=[C:23]([C:25]4[CH:26]=[N:27][CH:28]=[CH:29][CH:30]=4)[CH:22]=[CH:21][C:20]=3[OH:31])[CH:9]=2)=[CH:4]1. Given the product [O:3]1[CH:7]=[CH:6][C:5]([C:8]2[CH:16]=[CH:15][C:11]([C:12]([O-:14])=[O:13])=[C:10]([NH:17][C:18](=[O:32])[C:19]3[CH:24]=[C:23]([C:25]4[CH:26]=[N:27][CH:28]=[CH:29][CH:30]=4)[CH:22]=[CH:21][C:20]=3[OH:31])[CH:9]=2)=[CH:4]1.[Na+:2], predict the reactants needed to synthesize it. (2) The reactants are: Cl[C:2]1[N:7]2[N:8]=[C:9]([NH:11][C:12](=[O:19])[C:13]3[CH:18]=[CH:17][CH:16]=[CH:15][CH:14]=3)[N:10]=[C:6]2[CH:5]=[CH:4][CH:3]=1.[CH:20]1([NH2:27])[CH2:25][CH2:24][CH2:23][CH:22]([NH2:26])[CH2:21]1. Given the product [NH2:26][CH:22]1[CH2:23][CH2:24][CH2:25][CH:20]([NH:27][C:2]2[N:7]3[N:8]=[C:9]([NH:11][C:12](=[O:19])[C:13]4[CH:18]=[CH:17][CH:16]=[CH:15][CH:14]=4)[N:10]=[C:6]3[CH:5]=[CH:4][CH:3]=2)[CH2:21]1, predict the reactants needed to synthesize it.